From a dataset of Forward reaction prediction with 1.9M reactions from USPTO patents (1976-2016). Predict the product of the given reaction. (1) Given the reactants [N:1]1[CH:6]=[CH:5][C:4]([C:7]([OH:9])=O)=[CH:3][C:2]=1[C:10]([OH:12])=O.[OH2:13].ON1[C:19]2[CH:20]=[CH:21][CH:22]=[CH:23][C:18]=2N=N1.[CH3:24][O:25][C:26]1[CH:27]=[C:28]([CH:31]=[CH:32][CH:33]=1)[CH2:29][NH2:30].Cl.[CH3:35][N:36](C)CCCN=C=NCC.[CH2:46](Cl)Cl, predict the reaction product. The product is: [CH3:46][O:13][C:20]1[CH:19]=[C:18]([CH:23]=[CH:22][CH:21]=1)[CH2:35][NH:36][C:10]([C:2]1[CH:3]=[C:4]([C:7]([NH:30][CH2:29][C:28]2[CH:31]=[CH:32][CH:33]=[C:26]([O:25][CH3:24])[CH:27]=2)=[O:9])[CH:5]=[CH:6][N:1]=1)=[O:12]. (2) Given the reactants [Br-].[CH2:2]([PH3+])[CH2:3][CH2:4][CH2:5][CH2:6][CH2:7][CH3:8].CC(C)([O-])C.[K+].[Si:16]([O:23][C@@H:24]1[CH2:32][C@@H:27]2[O:28][C:29](=[O:31])[CH2:30][C@@H:26]2[C@H:25]1[CH:33]=O)([C:19]([CH3:22])([CH3:21])[CH3:20])([CH3:18])[CH3:17], predict the reaction product. The product is: [Si:16]([O:23][C@@H:24]1[CH2:32][C@@H:27]2[O:28][C:29](=[O:31])[CH2:30][C@@H:26]2[C@H:25]1[CH:33]=[CH:2][CH2:3][CH2:4][CH2:5][CH2:6][CH2:7][CH3:8])([C:19]([CH3:20])([CH3:22])[CH3:21])([CH3:17])[CH3:18]. (3) Given the reactants [Cl:1][C:2]1[CH:7]=[C:6]([Cl:8])[N:5]=[CH:4][C:3]=1[C:9](O)=[O:10].B.C1COCC1, predict the reaction product. The product is: [Cl:1][C:2]1[CH:7]=[C:6]([Cl:8])[N:5]=[CH:4][C:3]=1[CH2:9][OH:10].